From a dataset of Full USPTO retrosynthesis dataset with 1.9M reactions from patents (1976-2016). Predict the reactants needed to synthesize the given product. (1) Given the product [CH3:22][O:15][C:13]1[C:12]2[C:7]([CH:6]=[C:5]3[C:14]=1[CH:1]=[CH:2][CH:3]=[CH:4]3)=[CH:8][CH:9]=[CH:10][CH:11]=2, predict the reactants needed to synthesize it. The reactants are: [CH:1]1[C:14]2[C:13](=[O:15])[C:12]3[C:7](=[CH:8][CH:9]=[CH:10][CH:11]=3)[CH2:6][C:5]=2[CH:4]=[CH:3][CH:2]=1.[OH-].[Na+].S(OC)(O[CH3:22])(=O)=O.O. (2) Given the product [ClH:35].[ClH:35].[Cl:35][C:34]1[C:29]([NH:28][C:22]2[C:21]3[C:26](=[CH:27][C:18]([O:17][CH2:16][CH2:15][CH2:14][N:11]4[CH2:10][CH2:9][NH:8][CH2:13][CH2:12]4)=[C:19]([O:39][CH3:40])[CH:20]=3)[N:25]=[CH:24][N:23]=2)=[C:30]2[O:38][CH2:37][O:36][C:31]2=[CH:32][CH:33]=1, predict the reactants needed to synthesize it. The reactants are: C(OC([N:8]1[CH2:13][CH2:12][N:11]([CH2:14][CH2:15][CH2:16][O:17][C:18]2[CH:27]=[C:26]3[C:21]([C:22]([NH:28][C:29]4[C:34]([Cl:35])=[CH:33][CH:32]=[C:31]5[O:36][CH2:37][O:38][C:30]=45)=[N:23][CH:24]=[N:25]3)=[CH:20][C:19]=2[O:39][CH3:40])[CH2:10][CH2:9]1)=O)(C)(C)C.FC(F)(F)C(O)=O. (3) Given the product [CH2:13]([N:20]1[CH2:25][CH2:24][N:23]([C:2]2[C:11]3[C:6](=[CH:7][CH:8]=[CH:9][CH:10]=3)[C:5]([Cl:12])=[N:4][N:3]=2)[CH2:22][C:21]1=[O:26])[C:14]1[CH:15]=[CH:16][CH:17]=[CH:18][CH:19]=1, predict the reactants needed to synthesize it. The reactants are: Cl[C:2]1[C:11]2[C:6](=[CH:7][CH:8]=[CH:9][CH:10]=2)[C:5]([Cl:12])=[N:4][N:3]=1.[CH2:13]([N:20]1[CH2:25][CH2:24][NH:23][CH2:22][C:21]1=[O:26])[C:14]1[CH:19]=[CH:18][CH:17]=[CH:16][CH:15]=1.C(=O)([O-])[O-].[K+].[K+].CN1CCCC1=O. (4) Given the product [NH2:9][C:10]1[O:11][CH:12]([C:35]([F:38])([F:37])[F:36])[CH2:13][C:14]([C:17]2[CH:18]=[C:19]([NH:24][C:25]([C:26]3[C:31]([CH3:32])=[CH:30][C:29]([Cl:33])=[CH:28][N:27]=3)=[O:34])[CH:20]=[CH:21][C:22]=2[F:23])([CH3:16])[N:15]=1, predict the reactants needed to synthesize it. The reactants are: C([NH:9][C:10]1[O:11][C@H:12]([C:35]([F:38])([F:37])[F:36])[CH2:13][C@:14]([C:17]2[CH:18]=[C:19]([NH:24][C:25](=[O:34])[C:26]3[C:31]([CH3:32])=[CH:30][C:29]([Cl:33])=[CH:28][N:27]=3)[CH:20]=[CH:21][C:22]=2[F:23])([CH3:16])[N:15]=1)(=O)C1C=CC=CC=1.N. (5) Given the product [Cl:14][C:13]1[C:3]2[CH2:2][N:28]([CH:26]([C:23]3[N:24]=[N:25][C:20]([O:19][CH2:18][C:17]([F:16])([F:31])[CH3:30])=[C:21]([CH3:29])[CH:22]=3)[CH3:27])[C:5](=[O:7])[C:4]=2[CH:10]=[CH:11][N:12]=1, predict the reactants needed to synthesize it. The reactants are: Br[CH2:2][C:3]1[C:13]([Cl:14])=[N:12][CH:11]=[CH:10][C:4]=1[C:5]([O:7]CC)=O.Cl.[F:16][C:17]([F:31])([CH3:30])[CH2:18][O:19][C:20]1[N:25]=[N:24][C:23]([CH:26]([NH2:28])[CH3:27])=[CH:22][C:21]=1[CH3:29].